This data is from Retrosynthesis with 50K atom-mapped reactions and 10 reaction types from USPTO. The task is: Predict the reactants needed to synthesize the given product. (1) Given the product N#Cc1cc(C2=CC(c3cc(Cl)cc(Cl)c3)(C(F)(F)F)OC2)ccc1-n1cncn1, predict the reactants needed to synthesize it. The reactants are: N#Cc1cc(C2=CC(c3cc(Cl)cc(Cl)c3)(C(F)(F)F)OC2)ccc1F.c1nc[nH]n1. (2) Given the product O=C1O[C@]2(CN3CCC2CC3)CN1c1cc(-c2ccccn2)co1, predict the reactants needed to synthesize it. The reactants are: CCCC[Sn](CCCC)(CCCC)c1ccccn1.O=C1O[C@]2(CN3CCC2CC3)CN1c1cc(Br)co1. (3) Given the product CCOC(=O)c1cnc2n(c1=O)CCc1ccccc1-2, predict the reactants needed to synthesize it. The reactants are: CCOC(=O)c1cnc2c3ccccc3ccn2c1=O. (4) Given the product O=c1[nH]c2cnc(-n3cnc4ccccc43)nc2n1[C@@H]1CCOc2c(F)cccc21, predict the reactants needed to synthesize it. The reactants are: Nc1cnc(-n2cnc3ccccc32)nc1N[C@@H]1CCOc2c(F)cccc21.O=C(n1ccnc1)n1ccnc1. (5) The reactants are: CC(C)(C)OC(=O)Nc1nc2cc(F)c(Sc3nnc4ccc(-c5ccc(F)cc5)nn34)cc2s1. Given the product Nc1nc2cc(F)c(Sc3nnc4ccc(-c5ccc(F)cc5)nn34)cc2s1, predict the reactants needed to synthesize it. (6) Given the product O=C(O)c1ccc2c(c1)C(F)(F)C1(C2)C(=O)Nc2ncccc21, predict the reactants needed to synthesize it. The reactants are: COC(=O)c1ccc2c(c1)C(F)(F)C1(C2)C(=O)Nc2ncccc21. (7) The reactants are: O=[N+]([O-])c1c(Cl)ccc2[nH]ncc12. Given the product Nc1c(Cl)ccc2[nH]ncc12, predict the reactants needed to synthesize it.